Dataset: Forward reaction prediction with 1.9M reactions from USPTO patents (1976-2016). Task: Predict the product of the given reaction. (1) Given the reactants [N+:1]([C:4]1[CH:13]=[CH:12][CH:11]=[C:10]2[C:5]=1[CH:6]=[CH:7][N:8]([C@H:15]([CH3:19])[C:16]([NH2:18])=[O:17])[C:9]2=[O:14])([O-])=O.CO, predict the reaction product. The product is: [NH2:1][C:4]1[CH:13]=[CH:12][CH:11]=[C:10]2[C:5]=1[CH:6]=[CH:7][N:8]([C@H:15]([CH3:19])[C:16]([NH2:18])=[O:17])[C:9]2=[O:14]. (2) Given the reactants Br[C:2]1[CH:3]=[N:4][C:5]2[C:10]([CH:11]=1)=[CH:9][CH:8]=[CH:7][CH:6]=2.[NH:12]1[CH2:16][CH2:15][CH2:14][C:13]1=[O:17], predict the reaction product. The product is: [N:4]1[C:5]2[C:10](=[CH:9][CH:8]=[CH:7][CH:6]=2)[CH:11]=[C:2]([N:12]2[CH2:16][CH2:15][CH2:14][C:13]2=[O:17])[CH:3]=1.